This data is from NCI-60 drug combinations with 297,098 pairs across 59 cell lines. The task is: Regression. Given two drug SMILES strings and cell line genomic features, predict the synergy score measuring deviation from expected non-interaction effect. Drug 1: C1C(C(OC1N2C=C(C(=O)NC2=O)F)CO)O. Drug 2: CC(C)NC(=O)C1=CC=C(C=C1)CNNC.Cl. Cell line: M14. Synergy scores: CSS=2.76, Synergy_ZIP=-0.640, Synergy_Bliss=0.522, Synergy_Loewe=-6.69, Synergy_HSA=-0.362.